From a dataset of Forward reaction prediction with 1.9M reactions from USPTO patents (1976-2016). Predict the product of the given reaction. (1) Given the reactants [Cl:1][C:2]1[CH:3]=[C:4]([C:12]([OH:14])=O)[CH:5]=[N:6][C:7]=1[O:8][CH:9]([CH3:11])[CH3:10].CCN=C=NCCCN(C)C.C1C=CC2N([OH:35])N=NC=2C=1.OC[C:38]1[C:39]([CH3:61])=[C:40]([C:44]2[N:48]=C(C3C=CC(OC(C)C)=C(C=3)C#N)O[N:45]=2)[CH:41]=[CH:42][CH:43]=1, predict the reaction product. The product is: [Cl:1][C:2]1[CH:3]=[C:4]([C:12]2[O:14][N:48]=[C:44]([C:40]3[C:39]([CH3:61])=[C:38]([OH:35])[CH:43]=[CH:42][CH:41]=3)[N:45]=2)[CH:5]=[N:6][C:7]=1[O:8][CH:9]([CH3:10])[CH3:11]. (2) Given the reactants [F:1][C:2]1[CH:15]=[CH:14][CH:13]=[C:12]([F:16])[C:3]=1[C:4]([NH:6][C:7]1[CH:11]=[CH:10][NH:9][N:8]=1)=[O:5].C[Si]([N-][Si](C)(C)C)(C)C.[Li+].[C:27]1([CH2:33][O:34][C:35]2[CH:40]=[CH:39][C:38]([CH2:41]Br)=[C:37]([CH3:43])[CH:36]=2)[CH:32]=[CH:31][CH:30]=[CH:29][CH:28]=1, predict the reaction product. The product is: [F:1][C:2]1[CH:15]=[CH:14][CH:13]=[C:12]([F:16])[C:3]=1[C:4]([NH:6][C:7]1[CH:11]=[CH:10][N:9]([CH2:41][C:38]2[CH:39]=[CH:40][C:35]([O:34][CH2:33][C:27]3[CH:32]=[CH:31][CH:30]=[CH:29][CH:28]=3)=[CH:36][C:37]=2[CH3:43])[N:8]=1)=[O:5].